This data is from Full USPTO retrosynthesis dataset with 1.9M reactions from patents (1976-2016). The task is: Predict the reactants needed to synthesize the given product. (1) Given the product [CH3:1][C:2]1([CH3:30])[O:6][C@@H:5]([CH2:7][O:8]/[N:9]=[C:10]2\[NH:11][C@@H:12]([C:22]3[CH:27]=[CH:26][C:25]([F:28])=[CH:24][C:23]=3[C:35]3[CH:36]=[CH:37][CH:38]=[C:33]([O:32][CH3:31])[N:34]=3)[CH2:13][C:14]3[N:15]=[C:16]([NH2:21])[N:17]=[C:18]([CH3:20])[C:19]\2=3)[CH2:4][O:3]1.[OH2:49].[C:42]([C:45]#[N:9])([CH3:44])=[O:43], predict the reactants needed to synthesize it. The reactants are: [CH3:1][C:2]1([CH3:30])[O:6][C@@H:5]([CH2:7][O:8]/[N:9]=[C:10]2\[NH:11][C@@H:12]([C:22]3[CH:27]=[CH:26][C:25]([F:28])=[CH:24][C:23]=3Br)[CH2:13][C:14]3[N:15]=[C:16]([NH2:21])[N:17]=[C:18]([CH3:20])[C:19]\2=3)[CH2:4][O:3]1.[CH3:31][O:32][C:33]1[CH:38]=[CH:37][CH:36]=[C:35](B2[O:43][C:42]([CH3:45])([CH3:44])C(C)(C)O2)[N:34]=1.C([O-])([O-])=[O:49].[Na+].[Na+].C(O)(C(F)(F)F)=O. (2) Given the product [CH3:40][O:39][C:37]([C:20]1[N:21]([C:31]2[CH:32]=[CH:33][CH:34]=[CH:35][CH:36]=2)[C:22]2[C:27]([C:28](=[O:29])[C:19]=1[CH2:18][N:2]([C:3](=[O:14])[C:4]1[CH:5]=[CH:6][C:7]([S:10]([CH3:13])(=[O:12])=[O:11])=[CH:8][CH:9]=1)[CH3:1])=[CH:26][CH:25]=[C:24]([Cl:30])[CH:23]=2)=[O:38], predict the reactants needed to synthesize it. The reactants are: [CH3:1][NH:2][C:3](=[O:14])[C:4]1[CH:9]=[CH:8][C:7]([S:10]([CH3:13])(=[O:12])=[O:11])=[CH:6][CH:5]=1.[H-].[Na+].Br[CH2:18][C:19]1[C:28](=[O:29])[C:27]2[C:22](=[CH:23][C:24]([Cl:30])=[CH:25][CH:26]=2)[N:21]([C:31]2[CH:36]=[CH:35][CH:34]=[CH:33][CH:32]=2)[C:20]=1[C:37]([O:39][CH3:40])=[O:38]. (3) Given the product [CH3:1][O:2][C:3]1[C:4]([NH2:20])=[CH:5][C:6]2[CH2:12][CH2:11][CH:10]([N:13]3[CH2:14][CH2:15][O:16][CH2:17][CH2:18]3)[CH2:9][CH2:8][C:7]=2[CH:19]=1, predict the reactants needed to synthesize it. The reactants are: [CH3:1][O:2][C:3]1[C:4]([N+:20]([O-])=O)=[CH:5][C:6]2[CH2:12][CH2:11][CH:10]([N:13]3[CH2:18][CH2:17][O:16][CH2:15][CH2:14]3)[CH2:9][CH2:8][C:7]=2[CH:19]=1.[CH3:1][O:2][C:3]1[C:4]([NH2:20])=[CH:5][C:6]2[CH2:12][CH2:11][CH:10]([N:13]3[CH2:14][CH2:15][O:16][CH2:17][CH2:18]3)[CH2:9][CH2:8][C:7]=2[CH:19]=1.C(O)C.[H][H]. (4) Given the product [C:1]([O:5][C:6]([N:8]1[CH2:14][CH2:13][C:12](=[O:15])[N:11]([CH2:16][CH2:17][CH2:18][N:27]2[CH2:28][CH2:29][C:24]3([CH2:22][CH2:23]3)[C@H:25]([OH:30])[CH2:26]2)[CH2:10][C@H:9]1[CH3:20])=[O:7])([CH3:4])([CH3:3])[CH3:2], predict the reactants needed to synthesize it. The reactants are: [C:1]([O:5][C:6]([N:8]1[CH2:14][CH2:13][C:12](=[O:15])[N:11]([CH2:16][CH2:17][CH:18]=O)[CH2:10][C@H:9]1[CH3:20])=[O:7])([CH3:4])([CH3:3])[CH3:2].Cl.[CH2:22]1[C:24]2([CH2:29][CH2:28][NH:27][CH2:26][C@H:25]2[OH:30])[CH2:23]1.C(N(CC)CC)C.C(O)(=O)C.C(O[BH-](OC(=O)C)OC(=O)C)(=O)C.[Na+].C(=O)([O-])O.[Na+]. (5) Given the product [Cl:19][C:20]1[CH:21]=[CH:22][C:23]([O:28][CH2:29][C:30]([CH2:32][F:18])=[CH2:31])=[C:24]([CH:27]=1)[CH:25]=[O:26], predict the reactants needed to synthesize it. The reactants are: CCCC[N+](CCCC)(CCCC)CCCC.[F-:18].[Cl:19][C:20]1[CH:21]=[CH:22][C:23]([O:28][CH2:29][C:30]([CH2:32]I)=[CH2:31])=[C:24]([CH:27]=1)[CH:25]=[O:26].